This data is from Catalyst prediction with 721,799 reactions and 888 catalyst types from USPTO. The task is: Predict which catalyst facilitates the given reaction. (1) Reactant: [CH3:1][O:2][C:3]1[CH:26]=[C:25]([O:27][CH3:28])[CH:24]=[CH:23][C:4]=1[CH2:5][N:6]1[S:10](=[O:12])(=[O:11])[N:9]([CH2:13][C:14]2[S:18][C:17]([C:19](O)=[O:20])=[CH:16][CH:15]=2)[CH2:8][C:7]1=[O:22].O=S(Cl)Cl.[CH3:33][NH:34][CH2:35][CH2:36][C:37]1[CH:42]=[CH:41][CH:40]=[CH:39][CH:38]=1.C(N(CC)CC)C. Product: [CH3:33][N:34]([CH2:35][CH2:36][C:37]1[CH:42]=[CH:41][CH:40]=[CH:39][CH:38]=1)[C:19]([C:17]1[S:18][C:14]([CH2:13][N:9]2[CH2:8][C:7](=[O:22])[N:6]([CH2:5][C:4]3[CH:23]=[CH:24][C:25]([O:27][CH3:28])=[CH:26][C:3]=3[O:2][CH3:1])[S:10]2(=[O:12])=[O:11])=[CH:15][CH:16]=1)=[O:20]. The catalyst class is: 308. (2) Reactant: Cl[C:2]1[N:10]=[CH:9][N:8]=[C:7]2[C:3]=1[NH:4][CH:5]=[N:6]2.[CH3:11][C:12]1[S:29][C:15]2=[N:16][C:17]([C:23]3[CH:28]=[CH:27][CH:26]=[CH:25][N:24]=3)=[C:18]([C@@H:20]([NH2:22])[CH3:21])[CH:19]=[C:14]2[CH:13]=1.CCN(C(C)C)C(C)C. Product: [CH3:11][C:12]1[S:29][C:15]2=[N:16][C:17]([C:23]3[CH:28]=[CH:27][CH:26]=[CH:25][N:24]=3)=[C:18]([C@@H:20]([NH:22][C:2]3[N:10]=[CH:9][N:8]=[C:7]4[C:3]=3[N:4]=[CH:5][NH:6]4)[CH3:21])[CH:19]=[C:14]2[CH:13]=1. The catalyst class is: 51. (3) Reactant: [Br:1][C:2]1[CH:7]=[CH:6][C:5]([CH2:8][C:9]([OH:11])=O)=[CH:4][CH:3]=1.[C:12]([O:16][C:17]([CH3:20])([CH3:19])[CH3:18])(=[O:15])[NH:13][NH2:14].Cl.C(N=C=NCCCN(C)C)C.O.ON1C2C=CC=CC=2N=N1.C(N(CC)C(C)C)(C)C. Product: [Br:1][C:2]1[CH:3]=[CH:4][C:5]([CH2:8][C:9]([NH:14][NH:13][C:12]([O:16][C:17]([CH3:20])([CH3:19])[CH3:18])=[O:15])=[O:11])=[CH:6][CH:7]=1. The catalyst class is: 4. (4) Reactant: [NH2:1][C:2]1[CH:3]=[CH:4][C:5]2[O:9][CH2:8][C:7](=[O:10])[C:6]=2[CH:11]=1.[CH3:12][N:13]([CH3:23])[C:14]1[CH:19]=[CH:18][C:17]([N:20]=[C:21]=[O:22])=[CH:16][CH:15]=1.C(N(CC)CC)C. Product: [CH3:12][N:13]([CH3:23])[C:14]1[CH:19]=[CH:18][C:17]([NH:20][C:21]([NH:1][C:2]2[CH:3]=[CH:4][C:5]3[O:9][CH2:8][C:7](=[O:10])[C:6]=3[CH:11]=2)=[O:22])=[CH:16][CH:15]=1. The catalyst class is: 1. (5) Reactant: ClCCl.C[O:5][C:6]1[CH:11]=[CH:10][C:9]([S:12][C:13]2[C:14]([C:25]([NH:27][C:28]3[S:29][C:30]([CH3:33])=[CH:31][N:32]=3)=[O:26])=[N:15][C:16]([S:19][C:20]3[NH:24][CH:23]=[N:22][N:21]=3)=[CH:17][N:18]=2)=[CH:8][CH:7]=1.ClCCl.B(Br)(Br)Br. Product: [OH:5][C:6]1[CH:7]=[CH:8][C:9]([S:12][C:13]2[C:14]([C:25]([NH:27][C:28]3[S:29][C:30]([CH3:33])=[CH:31][N:32]=3)=[O:26])=[N:15][C:16]([S:19][C:20]3[NH:24][CH:23]=[N:22][N:21]=3)=[CH:17][N:18]=2)=[CH:10][CH:11]=1. The catalyst class is: 5. (6) Reactant: [CH2:1]([O:8][C:9](=[O:35])[CH2:10][CH2:11][C@H:12]([NH:27][C:28]([O:30][C:31]([CH3:34])([CH3:33])[CH3:32])=[O:29])[C:13](=[O:26])[NH:14][CH2:15][C:16]1[CH:21]=[CH:20][C:19]([C:22](=[NH:25])[NH:23][OH:24])=[CH:18][CH:17]=1)[C:2]1[CH:7]=[CH:6][CH:5]=[CH:4][CH:3]=1.[C:36](OC(=O)C)(=[O:38])[CH3:37]. Product: [CH2:1]([O:8][C:9](=[O:35])[CH2:10][CH2:11][C@H:12]([NH:27][C:28]([O:30][C:31]([CH3:32])([CH3:34])[CH3:33])=[O:29])[C:13](=[O:26])[NH:14][CH2:15][C:16]1[CH:21]=[CH:20][C:19]([C:22](=[NH:25])[N:23]([OH:24])[C:36](=[O:38])[CH3:37])=[CH:18][CH:17]=1)[C:2]1[CH:3]=[CH:4][CH:5]=[CH:6][CH:7]=1. The catalyst class is: 15. (7) Reactant: [N+:1]([C:4]1[CH:9]=[CH:8][C:7]([C:10]2[N:14]=[C:13](C(OCC)=O)[S:12][N:11]=2)=[CH:6][CH:5]=1)([O-:3])=[O:2].O.[OH-].[Na+].Cl. Product: [N+:1]([C:4]1[CH:5]=[CH:6][C:7]([C:10]2[N:14]=[CH:13][S:12][N:11]=2)=[CH:8][CH:9]=1)([O-:3])=[O:2]. The catalyst class is: 22. (8) Reactant: [NH2:1][C@H:2]([CH2:4][OH:5])[CH3:3].[C:6]1([CH3:18])[CH:11]=[C:10]([CH3:12])[CH:9]=[C:8]([CH3:13])[C:7]=1[S:14](Cl)(=[O:16])=[O:15]. Product: [CH3:18][C:6]1[CH:11]=[C:10]([CH3:12])[CH:9]=[C:8]([CH3:13])[C:7]=1[S:14]([O:5][CH2:4][C@@H:2]([NH:1][S:14]([C:7]1[C:8]([CH3:13])=[CH:9][C:10]([CH3:12])=[CH:11][C:6]=1[CH3:18])(=[O:16])=[O:15])[CH3:3])(=[O:16])=[O:15]. The catalyst class is: 17. (9) Reactant: [F:1][C:2]1[CH:3]=[CH:4][C:5]([O:27]C)=[C:6]([C@H:8]2[CH2:12][CH2:11][CH2:10][N:9]2[C:13]2[CH:18]=[CH:17][N:16]3[N:19]=[CH:20][C:21]([C:22]([O:24][CH2:25][CH3:26])=[O:23])=[C:15]3[CH:14]=2)[CH:7]=1. Product: [F:1][C:2]1[CH:3]=[CH:4][C:5]([OH:27])=[C:6]([C@H:8]2[CH2:12][CH2:11][CH2:10][N:9]2[C:13]2[CH:18]=[CH:17][N:16]3[N:19]=[CH:20][C:21]([C:22]([O:24][CH2:25][CH3:26])=[O:23])=[C:15]3[CH:14]=2)[CH:7]=1. The catalyst class is: 2.